From a dataset of Reaction yield outcomes from USPTO patents with 853,638 reactions. Predict the reaction yield, written as a fraction of the theoretical maximum amount of product (1.0 means a 100% yield; for example, 0.34 means a 34% yield). (1) The reactants are [CH3:1][C:2]1([CH3:18])[C:6]([CH3:8])([CH3:7])[O:5][B:4]([C:9]2[CH:17]=[CH:16][C:12]([C:13]([OH:15])=O)=[CH:11][CH:10]=2)[O:3]1.Cl.[F:20][C:21]1([F:25])[CH2:24][NH:23][CH2:22]1.CCN(C(C)C)C(C)C.CN(C(ON1N=NC2C=CC=NC1=2)=[N+](C)C)C.F[P-](F)(F)(F)(F)F. The catalyst is CN(C=O)C.CCOC(C)=O. The product is [F:20][C:21]1([F:25])[CH2:24][N:23]([C:13]([C:12]2[CH:11]=[CH:10][C:9]([B:4]3[O:5][C:6]([CH3:7])([CH3:8])[C:2]([CH3:1])([CH3:18])[O:3]3)=[CH:17][CH:16]=2)=[O:15])[CH2:22]1. The yield is 0.570. (2) The reactants are [NH2:1][C:2]1[CH:7]=[CH:6][C:5]([C:8]2[CH:13]=[CH:12][C:11]([C:14](=[O:26])[CH2:15][C:16]3([C:22]([O:24]C)=[O:23])[CH2:21][CH2:20][O:19][CH2:18][CH2:17]3)=[CH:10][CH:9]=2)=[CH:4][CH:3]=1.[CH2:27]([O:29][C:30]1[CH:35]=[CH:34][CH:33]=[CH:32][C:31]=1[N:36]=[C:37]=[O:38])[CH3:28].[OH-].[Na+]. The catalyst is ClCCl. The product is [CH2:27]([O:29][C:30]1[CH:35]=[CH:34][CH:33]=[CH:32][C:31]=1[NH:36][C:37]([NH:1][C:2]1[CH:3]=[CH:4][C:5]([C:8]2[CH:13]=[CH:12][C:11]([C:14](=[O:26])[CH2:15][C:16]3([C:22]([OH:24])=[O:23])[CH2:21][CH2:20][O:19][CH2:18][CH2:17]3)=[CH:10][CH:9]=2)=[CH:6][CH:7]=1)=[O:38])[CH3:28]. The yield is 0.160. (3) The reactants are [Na].[P:2]([OH:7])([O:5][CH3:6])[O:3][CH3:4].[CH:8]([C:10]1[CH:18]=[CH:17][CH:16]=[CH:15][C:11]=1[C:12]([OH:14])=[O:13])=O.CS(O)(=O)=O. The catalyst is CO. The product is [O:13]=[C:12]1[C:11]2[C:10](=[CH:18][CH:17]=[CH:16][CH:15]=2)[CH:8]([P:2](=[O:7])([O:5][CH3:6])[O:3][CH3:4])[O:14]1. The yield is 0.670. (4) The reactants are [Cl:1][C:2]1[N:6]2[CH:7]=[C:8]([C:15]3[CH:19]=[CH:18][O:17][CH:16]=3)[CH:9]=[C:10]([C:11]([F:14])([F:13])[F:12])[C:5]2=[N:4][C:3]=1[C:20](O)=[O:21].[CH3:23][N:24]1[CH2:28][CH2:27][N:26]([CH:29]2[CH2:34][CH2:33][NH:32][CH2:31][CH2:30]2)[C:25]1=[O:35].CN(C(ON1N=NC2C=CC=NC1=2)=[N+](C)C)C.F[P-](F)(F)(F)(F)F. The catalyst is CN(C=O)C.C(Cl)Cl. The product is [Cl:1][C:2]1[N:6]2[CH:7]=[C:8]([C:15]3[CH:19]=[CH:18][O:17][CH:16]=3)[CH:9]=[C:10]([C:11]([F:13])([F:14])[F:12])[C:5]2=[N:4][C:3]=1[C:20]([N:32]1[CH2:31][CH2:30][CH:29]([N:26]2[CH2:27][CH2:28][N:24]([CH3:23])[C:25]2=[O:35])[CH2:34][CH2:33]1)=[O:21]. The yield is 0.0400. (5) The reactants are C1(C)C=CC(S([O-])(=O)=O)=CC=1.[NH+]1C=CC=CC=1.[C:18]([C:22]1[CH:23]=[C:24]([NH:43][C:44]([NH:46][C@@H:47]2[C:56]3[C:51](=[CH:52][CH:53]=[CH:54][CH:55]=3)[C@H:50]([O:57][C:58]3[CH:59]=[CH:60][C:61]4[N:62]([C:64]([CH:67]([CH3:69])[CH3:68])=[N:65][N:66]=4)[CH:63]=3)[CH2:49][CH2:48]2)=[O:45])[N:25]([C:27]2[CH:32]=[CH:31][CH:30]=[C:29]([O:33][CH2:34][CH2:35][O:36]C3CCCCO3)[CH:28]=2)[N:26]=1)([CH3:21])([CH3:20])[CH3:19]. The catalyst is CO. The product is [C:18]([C:22]1[CH:23]=[C:24]([NH:43][C:44]([NH:46][C@@H:47]2[C:56]3[C:51](=[CH:52][CH:53]=[CH:54][CH:55]=3)[C@H:50]([O:57][C:58]3[CH:59]=[CH:60][C:61]4[N:62]([C:64]([CH:67]([CH3:69])[CH3:68])=[N:65][N:66]=4)[CH:63]=3)[CH2:49][CH2:48]2)=[O:45])[N:25]([C:27]2[CH:32]=[CH:31][CH:30]=[C:29]([O:33][CH2:34][CH2:35][OH:36])[CH:28]=2)[N:26]=1)([CH3:21])([CH3:20])[CH3:19]. The yield is 0.470. (6) The reactants are [CH3:1][O:2][C:3]1[CH:4]=[C:5]([CH:8]=[C:9]([O:13][CH3:14])[C:10]=1[O:11][CH3:12])[CH:6]=O.[NH2:15][C:16]1[CH:21]=[CH:20][CH:19]=[CH:18][C:17]=1[SH:22].CS(C)=O. The catalyst is O. The product is [CH3:1][O:2][C:3]1[CH:4]=[C:5]([C:6]2[S:22][C:17]3[CH:18]=[CH:19][CH:20]=[CH:21][C:16]=3[N:15]=2)[CH:8]=[C:9]([O:13][CH3:14])[C:10]=1[O:11][CH3:12]. The yield is 0.850. (7) The reactants are [CH3:1][N:2]([CH3:25])[C:3]1[CH:4]=[C:5]2[C:10](=[CH:11][CH:12]=1)[CH:9]=[C:8]1[CH2:13][CH2:14][C:15](=[O:16])[C:7]1=[C:6]2[C:17]1[CH:24]=[CH:23][C:20]([CH:21]=O)=[CH:19][CH:18]=1.[C:26](=O)([O-])[O-].[K+].[K+].C/C(/[O-])=C(/P(OC)(OC)=O)\[N+]#N. The catalyst is CO. The product is [CH3:1][N:2]([CH3:25])[C:3]1[CH:4]=[C:5]2[C:10]([CH:9]=[C:8]3[CH2:13][CH2:14][C:15](=[O:16])[C:7]3=[C:6]2[C:17]2[CH:18]=[CH:19][C:20]([C:21]#[CH:26])=[CH:23][CH:24]=2)=[CH:11][CH:12]=1. The yield is 0.590. (8) The reactants are [BH4-].[Na+].[CH:3]([CH:6]1[CH2:14][C:13]2[C:8](=[C:9]([C:15]3[CH:20]=[CH:19][C:18]([C:21]([CH3:24])([CH3:23])[CH3:22])=[CH:17][CH:16]=3)[CH:10]=[CH:11][CH:12]=2)[C:7]1=O)([CH3:5])[CH3:4].C1(C)C=CC=CC=1.S(=O)(=O)(O)O. The catalyst is CO. The product is [CH:3]([C:6]1[CH2:14][C:13]2[C:8]([CH:7]=1)=[C:9]([C:15]1[CH:20]=[CH:19][C:18]([C:21]([CH3:23])([CH3:22])[CH3:24])=[CH:17][CH:16]=1)[CH:10]=[CH:11][CH:12]=2)([CH3:5])[CH3:4]. The yield is 0.960. (9) The reactants are [OH:1]O.[O-]Cl=O.[Na+].[Br:7][C:8]1[C:15]([CH3:16])=[CH:14][C:11]([CH:12]=[O:13])=[C:10]([F:17])[CH:9]=1.Cl. The catalyst is O.CC#N. The product is [Br:7][C:8]1[C:15]([CH3:16])=[CH:14][C:11]([C:12]([OH:1])=[O:13])=[C:10]([F:17])[CH:9]=1. The yield is 1.00.